This data is from Caco-2 cell permeability data measuring drug intestinal absorption for ~900 compounds. The task is: Regression/Classification. Given a drug SMILES string, predict its absorption, distribution, metabolism, or excretion properties. Task type varies by dataset: regression for continuous measurements (e.g., permeability, clearance, half-life) or binary classification for categorical outcomes (e.g., BBB penetration, CYP inhibition). For this dataset (caco2_wang), we predict Y. (1) The molecule is Cc1nnc(SCC2=C(C(=O)O)N3C(=O)[C@@H](NC(=O)Cn4cnnn4)[C@H]3SC2)s1. The Y is -6.23 log Papp (cm/s). (2) The drug is Cc1ccc2cc(C(=O)NC3(C(=O)N[C@H](Cc4ccccc4)C(=O)NCC4CCN(CC5CCOCC5)CC4)CCCC3)sc2c1. The Y is -5.29 log Papp (cm/s). (3) The compound is C[C@@H]1C[C@H]2[C@@H]3CCC4=CC(=O)C=C[C@]4(C)[C@@]3(F)[C@@H](O)C[C@]2(C)[C@@]1(O)C(=O)COC1O[C@@H](CC(=O)O)[C@H](O)[C@@H](O)[C@@H]1O. The Y is -5.98 log Papp (cm/s). (4) The compound is CCC(C(=O)O)c1ccc(N2Cc3ccccc3C2=O)cc1. The Y is -4.39 log Papp (cm/s).